From a dataset of Human liver microsome stability data. Regression/Classification. Given a drug SMILES string, predict its absorption, distribution, metabolism, or excretion properties. Task type varies by dataset: regression for continuous measurements (e.g., permeability, clearance, half-life) or binary classification for categorical outcomes (e.g., BBB penetration, CYP inhibition). Dataset: hlm. (1) The molecule is Cc1ccc(CSc2nc(O)c3c(n2)CCC3)cc1. The result is 1 (stable in human liver microsomes). (2) The molecule is CC#CCn1c(N2CCC[C@@H](N)C2)nc2cnn(Cc3nc(C)c4ccccc4n3)c(=O)c21. The result is 0 (unstable in human liver microsomes). (3) The drug is CCCN(CCCNc1ccnc2cc(Cl)ccc12)Cc1ccc(C)o1. The result is 0 (unstable in human liver microsomes). (4) The drug is CNC(=O)c1cc(N)c(Nc2ccc(C#N)cc2)cc1Oc1c(Br)cc(CCC#N)cc1OC. The result is 0 (unstable in human liver microsomes). (5) The compound is CC1(C)C(=O)N(c2ccc([N+](=O)[O-])cc2C(F)(F)F)C(=S)N1c1cc(C(F)(F)F)cc(C(F)(F)F)c1. The result is 0 (unstable in human liver microsomes). (6) The result is 0 (unstable in human liver microsomes). The drug is COc1ccc(N2N=C(S(C)(=O)=O)C3CCN(c4ccc(C5(CN6CCCC6)CC5)cc4)C(=O)C32)cc1. (7) The result is 0 (unstable in human liver microsomes). The compound is CCc1ccc(-c2nc3c(=O)n(C)c(=O)nc-3n(C)n2)cc1.